This data is from Full USPTO retrosynthesis dataset with 1.9M reactions from patents (1976-2016). The task is: Predict the reactants needed to synthesize the given product. (1) Given the product [CH3:1][N:2]1[C:7]2[CH:8]=[C:9]3[C:14]4([C:22]5[C:17](=[CH:18][CH:19]=[CH:20][CH:21]=5)[N:16]([CH2:36][C@H:37]5[CH2:41][CH2:40][CH2:39][O:38]5)[C:15]4=[O:23])[CH2:13][O:12][C:10]3=[CH:11][C:6]=2[O:5][CH2:4][C:3]1=[O:24], predict the reactants needed to synthesize it. The reactants are: [CH3:1][N:2]1[C:7]2[CH:8]=[C:9]3[C:14]4([C:22]5[C:17](=[CH:18][CH:19]=[CH:20][CH:21]=5)[NH:16][C:15]4=[O:23])[CH2:13][O:12][C:10]3=[CH:11][C:6]=2[O:5][CH2:4][C:3]1=[O:24].CC1C=CC(S(O[CH2:36][C@H:37]2[CH2:41][CH2:40][CH2:39][O:38]2)(=O)=O)=CC=1.BrCC1CCCCO1. (2) Given the product [F:1][C:2]1[CH:3]=[N:4][C:5]2[CH:6]=[CH:7][C:8](=[O:17])[N:9]3[CH:14]([CH2:16][OH:15])[CH2:13][CH2:12][C:11]=1[C:10]=23, predict the reactants needed to synthesize it. The reactants are: [F:1][C:2]1[C:11]([CH2:12][CH2:13][CH:14]2[CH2:16][O:15]2)=[C:10]2[C:5]([CH:6]=[CH:7][C:8]([O:17]C)=[N:9]2)=[N:4][CH:3]=1.FC(F)(F)S([O-])(=O)=O.[Yb+3].FC(F)(F)S([O-])(=O)=O.FC(F)(F)S([O-])(=O)=O.O.C(=O)(O)[O-].[Na+]. (3) Given the product [CH3:23][CH:22]([C@H:16]1[CH2:15][C@H:14]([C:5]2[C:4]3[C:8](=[C:9]([C:11]([NH2:13])=[O:12])[CH:10]=[C:2]([C:32]4[S:31][CH:35]=[CH:34][CH:33]=4)[CH:3]=3)[NH:7][CH:6]=2)[CH2:19][CH2:18][S:17]1(=[O:21])=[O:20])[CH3:24], predict the reactants needed to synthesize it. The reactants are: Br[C:2]1[CH:3]=[C:4]2[C:8](=[C:9]([C:11]([NH2:13])=[O:12])[CH:10]=1)[NH:7][CH:6]=[C:5]2[C@@H:14]1[CH2:19][CH2:18][S:17](=[O:21])(=[O:20])[C@@H:16]([CH:22]([CH3:24])[CH3:23])[CH2:15]1.O1CCOCC1.[S:31]1[CH:35]=[CH:34][CH:33]=[C:32]1B(O)O.C([O-])([O-])=O.[K+].[K+]. (4) Given the product [C:43]([N:19]1[CH2:20][CH2:21][C:16]2[N:15]([CH:22]3[CH2:27][CH2:26][NH:25][C:24](=[O:28])[CH2:23]3)[N:14]=[C:13]([N:10]3[C:11]4[C:6](=[CH:5][C:4]([C:29]5[CH:30]=[N:31][N:32]([CH3:34])[CH:33]=5)=[C:3]([CH:2]([F:1])[F:35])[CH:12]=4)[CH2:7][CH2:8][CH2:9]3)[C:17]=2[CH2:18]1)(=[O:45])[CH3:44], predict the reactants needed to synthesize it. The reactants are: [F:1][CH:2]([F:35])[C:3]1[CH:12]=[C:11]2[C:6]([CH2:7][CH2:8][CH2:9][N:10]2[C:13]2[C:17]3[CH2:18][NH:19][CH2:20][CH2:21][C:16]=3[N:15]([CH:22]3[CH2:27][CH2:26][NH:25][C:24](=[O:28])[CH2:23]3)[N:14]=2)=[CH:5][C:4]=1[C:29]1[CH:30]=[N:31][N:32]([CH3:34])[CH:33]=1.C(N(CC)CC)C.[C:43](OC(=O)C)(=[O:45])[CH3:44]. (5) The reactants are: [Cl:1][C:2]1[CH:3]=[C:4]2[C:9](=[CH:10][CH:11]=1)[C@@:8]1([CH2:17][O:16][C:15]3[CH:18]=[CH:19][C:20]([C:22]([OH:24])=[O:23])=[CH:21][C:14]=3[N:13]([CH2:25][C@@H:26]3[CH2:29][CH2:28][C@H:27]3[C@@H:30]([OH:36])/C=C/CCC)[CH2:12]1)[CH2:7][CH2:6][CH2:5]2.[CH3:37][C:38]([CH3:47])([CH2:44][CH:45]=[CH2:46])[CH2:39][S:40]([NH2:43])(=[O:42])=[O:41]. Given the product [Cl:1][C:2]1[CH:3]=[C:4]2[C:9](=[CH:10][CH:11]=1)[C@@:8]1([CH2:17][O:16][C:15]3[CH:18]=[CH:19][C:20]([C:22]([OH:24])=[O:23])=[CH:21][C:14]=3[N:13]([CH2:25][C@@H:26]3[CH2:29][CH2:28][C@H:27]3[C@@H:30]([OH:36])/[CH:46]=[CH:45]/[CH2:44][C:38]([CH3:47])([CH3:37])[CH2:39][S:40](=[O:42])(=[O:41])[NH2:43])[CH2:12]1)[CH2:7][CH2:6][CH2:5]2, predict the reactants needed to synthesize it. (6) Given the product [CH3:1][O:2][C:3]1[CH:8]=[CH:7][C:6]([C:10](=[O:12])[CH3:11])=[CH:5][N:4]=1, predict the reactants needed to synthesize it. The reactants are: [CH3:1][O:2][C:3]1[C:8](Br)=[CH:7][CH:6]=[CH:5][N:4]=1.[CH:10]([O:12]CCCC)=[CH2:11].C1(P(C2C=CC=CC=2)CCCP(C2C=CC=CC=2)C2C=CC=CC=2)C=CC=CC=1.C([O-])([O-])=O.[K+].[K+].Cl. (7) Given the product [CH3:15][O:16][C:17]1[CH:18]=[C:19]2[C:23](=[C:24]([O:26][CH3:27])[CH:25]=1)[NH:22][C:21]([C:28]([NH:1][C@@H:2]1[CH2:7][CH2:6][CH2:5][NH:4][CH2:3]1)=[O:29])=[CH:20]2, predict the reactants needed to synthesize it. The reactants are: [NH2:1][C@@H:2]1[CH2:7][CH2:6][CH2:5][N:4](C(OC(C)(C)C)=O)[CH2:3]1.[CH3:15][O:16][C:17]1[CH:18]=[C:19]2[C:23](=[C:24]([O:26][CH3:27])[CH:25]=1)[NH:22][C:21]([C:28](O)=[O:29])=[CH:20]2.N.